Dataset: Forward reaction prediction with 1.9M reactions from USPTO patents (1976-2016). Task: Predict the product of the given reaction. Given the reactants [C:1]([O:5][C:6](=[O:30])[NH:7][C:8]1([C:12]2[CH:17]=[CH:16][C:15]([C:18]3[O:19][C:20]4[C:25]([C:26](=[O:29])[C:27]=3I)=[CH:24][CH:23]=[CH:22][CH:21]=4)=[CH:14][CH:13]=2)[CH2:11][CH2:10][CH2:9]1)([CH3:4])([CH3:3])[CH3:2].[C:31]1(B(O)O)[CH:36]=[CH:35][CH:34]=[CH:33][CH:32]=1.C(=O)([O-])[O-].[Na+].[Na+], predict the reaction product. The product is: [C:1]([O:5][C:6](=[O:30])[NH:7][C:8]1([C:12]2[CH:17]=[CH:16][C:15]([C:18]3[O:19][C:20]4[C:25]([C:26](=[O:29])[C:27]=3[C:31]3[CH:36]=[CH:35][CH:34]=[CH:33][CH:32]=3)=[CH:24][CH:23]=[CH:22][CH:21]=4)=[CH:14][CH:13]=2)[CH2:11][CH2:10][CH2:9]1)([CH3:4])([CH3:3])[CH3:2].